From a dataset of NCI-60 drug combinations with 297,098 pairs across 59 cell lines. Regression. Given two drug SMILES strings and cell line genomic features, predict the synergy score measuring deviation from expected non-interaction effect. (1) Drug 1: C1CCN(CC1)CCOC2=CC=C(C=C2)C(=O)C3=C(SC4=C3C=CC(=C4)O)C5=CC=C(C=C5)O. Drug 2: CCC1(CC2CC(C3=C(CCN(C2)C1)C4=CC=CC=C4N3)(C5=C(C=C6C(=C5)C78CCN9C7C(C=CC9)(C(C(C8N6C=O)(C(=O)OC)O)OC(=O)C)CC)OC)C(=O)OC)O.OS(=O)(=O)O. Cell line: CAKI-1. Synergy scores: CSS=34.9, Synergy_ZIP=-1.84, Synergy_Bliss=1.17, Synergy_Loewe=-13.3, Synergy_HSA=1.52. (2) Drug 1: CC1C(C(CC(O1)OC2CC(CC3=C2C(=C4C(=C3O)C(=O)C5=C(C4=O)C(=CC=C5)OC)O)(C(=O)C)O)N)O.Cl. Drug 2: C1=CN(C=N1)CC(O)(P(=O)(O)O)P(=O)(O)O. Cell line: LOX IMVI. Synergy scores: CSS=4.55, Synergy_ZIP=-4.62, Synergy_Bliss=-16.9, Synergy_Loewe=-39.2, Synergy_HSA=-15.3. (3) Drug 1: CC1=C(C(CCC1)(C)C)C=CC(=CC=CC(=CC(=O)O)C)C. Drug 2: C1=NC2=C(N1)C(=S)N=CN2. Cell line: U251. Synergy scores: CSS=15.5, Synergy_ZIP=-3.92, Synergy_Bliss=3.51, Synergy_Loewe=-26.0, Synergy_HSA=-3.37. (4) Drug 1: C1=CC(=CC=C1C#N)C(C2=CC=C(C=C2)C#N)N3C=NC=N3. Drug 2: CC1=C2C(C(=O)C3(C(CC4C(C3C(C(C2(C)C)(CC1OC(=O)C(C(C5=CC=CC=C5)NC(=O)C6=CC=CC=C6)O)O)OC(=O)C7=CC=CC=C7)(CO4)OC(=O)C)O)C)OC(=O)C. Cell line: RXF 393. Synergy scores: CSS=11.3, Synergy_ZIP=2.60, Synergy_Bliss=0.556, Synergy_Loewe=-10.5, Synergy_HSA=-5.13. (5) Drug 1: C1CC(=O)NC(=O)C1N2CC3=C(C2=O)C=CC=C3N. Drug 2: CC(C)(C#N)C1=CC(=CC(=C1)CN2C=NC=N2)C(C)(C)C#N. Cell line: HT29. Synergy scores: CSS=3.59, Synergy_ZIP=5.66, Synergy_Bliss=2.43, Synergy_Loewe=2.36, Synergy_HSA=1.19.